Predict the product of the given reaction. From a dataset of Forward reaction prediction with 1.9M reactions from USPTO patents (1976-2016). (1) Given the reactants [O:1]1[C:5]2[CH:6]=[CH:7][CH:8]=[CH:9][C:4]=2[C:3]([NH:10][C:11]2[CH:16]=[CH:15][CH:14]=[C:13]([NH2:17])[CH:12]=2)=[N:2]1.I.CS[C:21]([C:23]1[S:24][CH:25]=[CH:26][CH:27]=1)=[NH:22].C(OCC)(=O)C.C(=O)([O-])[O-].[K+].[K+], predict the reaction product. The product is: [O:1]1[C:5]2[CH:6]=[CH:7][CH:8]=[CH:9][C:4]=2[C:3]([NH:10][C:11]2[CH:12]=[C:13]([NH:17][C:21]([C:23]3[S:24][CH:25]=[CH:26][CH:27]=3)=[NH:22])[CH:14]=[CH:15][CH:16]=2)=[N:2]1. (2) Given the reactants [Cl-].[CH3:2][O:3][CH2:4][P+](C1C=CC=CC=1)(C1C=CC=CC=1)C1C=CC=CC=1.C([Li])CCC.[CH2:29]([O:36][C:37]1[C:38]([NH:45][C:46]2[S:47][CH:48]=[C:49]([CH3:51])[N:50]=2)=[N:39][CH:40]=[C:41]([CH:44]=1)[CH:42]=O)[C:30]1[CH:35]=[CH:34][CH:33]=[CH:32][CH:31]=1, predict the reaction product. The product is: [CH2:29]([O:36][C:37]1[C:38]([NH:45][C:46]2[S:47][CH:48]=[C:49]([CH3:51])[N:50]=2)=[N:39][CH:40]=[C:41]([CH:42]=[CH:2][O:3][CH3:4])[CH:44]=1)[C:30]1[CH:35]=[CH:34][CH:33]=[CH:32][CH:31]=1.